This data is from Full USPTO retrosynthesis dataset with 1.9M reactions from patents (1976-2016). The task is: Predict the reactants needed to synthesize the given product. (1) Given the product [CH3:1][S:2][C:3]1[CH:8]=[CH:7][C:6]([CH2:9][CH2:10][C:11]2[S:51][C:38]([C:36]3[CH:35]=[CH:34][C:33]4[NH:29][CH:30]=[N:31][C:32]=4[CH:37]=3)=[N:40][N:41]=2)=[CH:5][CH:4]=1, predict the reactants needed to synthesize it. The reactants are: [CH3:1][S:2][C:3]1[CH:8]=[CH:7][C:6]([CH2:9][CH2:10][C:11](O)=O)=[CH:5][CH:4]=1.C1CCC(N=C=NC2CCCCC2)CC1.[N:29]1[C:33]2[CH:34]=[CH:35][C:36]([C:38]([NH:40][NH2:41])=O)=[CH:37][C:32]=2[NH:31][CH:30]=1.COC1C=CC(P2(SP(C3C=CC(OC)=CC=3)(=S)S2)=[S:51])=CC=1. (2) Given the product [CH2:20]([O:19][C:17](=[O:18])[CH2:16][CH2:15][CH2:14][O:13][C:12]1[CH:22]=[CH:23][C:9]([NH:8][C:6]2[C:5]([N+:24]([O-:26])=[O:25])=[CH:4][N:3]=[C:2]([NH:44][C:41]3[CH:40]=[CH:39][C:38]([O:37][CH2:36][CH2:35][CH2:34][NH:33][C:32]([O:31][C:27]([CH3:30])([CH3:29])[CH3:28])=[O:45])=[CH:43][CH:42]=3)[N:7]=2)=[CH:10][CH:11]=1)[CH3:21], predict the reactants needed to synthesize it. The reactants are: Cl[C:2]1[N:7]=[C:6]([NH:8][C:9]2[CH:23]=[CH:22][C:12]([O:13][CH2:14][CH2:15][CH2:16][C:17]([O:19][CH2:20][CH3:21])=[O:18])=[CH:11][CH:10]=2)[C:5]([N+:24]([O-:26])=[O:25])=[CH:4][N:3]=1.[C:27]([O:31][C:32](=[O:45])[NH:33][CH2:34][CH2:35][CH2:36][O:37][C:38]1[CH:43]=[CH:42][C:41]([NH2:44])=[CH:40][CH:39]=1)([CH3:30])([CH3:29])[CH3:28].CCN(C(C)C)C(C)C.